This data is from Catalyst prediction with 721,799 reactions and 888 catalyst types from USPTO. The task is: Predict which catalyst facilitates the given reaction. (1) Reactant: C([Li])CCC.Br[C:7]1[CH:11]=[CH:10][O:9][C:8]=1[CH2:12][CH2:13][O:14][Si:15]([C:18]([CH3:21])([CH3:20])[CH3:19])([CH3:17])[CH3:16].C[O:23][B:24](OC)[O:25]C.O. Product: [Si:15]([O:14][CH2:13][CH2:12][C:8]1[O:9][CH:10]=[CH:11][C:7]=1[B:24]([OH:25])[OH:23])([C:18]([CH3:21])([CH3:20])[CH3:19])([CH3:17])[CH3:16]. The catalyst class is: 27. (2) Reactant: [CH3:1][C:2]1([CH3:33])[O:6]/[C:5](=[C:7]2/[C:8](=[O:26])[NH:9][C:10]3[C:15]/2=[CH:14][CH:13]=[C:12]([S:16][C:17]2[CH:25]=[CH:24][CH:23]=[CH:22][C:18]=2[C:19](O)=[O:20])[CH:11]=3)/[CH:4]=[C:3]1[N:27]1[CH2:32][CH2:31][O:30][CH2:29][CH2:28]1.CN.C1COCC1.[CH3:41][N:42](C(ON1N=NC2C=CC=CC1=2)=[N+](C)C)C.F[P-](F)(F)(F)(F)F.CCN(C(C)C)C(C)C. Product: [CH3:33][C:2]1([CH3:1])[O:6]/[C:5](=[C:7]2/[C:8](=[O:26])[NH:9][C:10]3[C:15]/2=[CH:14][CH:13]=[C:12]([S:16][C:17]2[CH:25]=[CH:24][CH:23]=[CH:22][C:18]=2[C:19]([NH:42][CH3:41])=[O:20])[CH:11]=3)/[CH:4]=[C:3]1[N:27]1[CH2:32][CH2:31][O:30][CH2:29][CH2:28]1. The catalyst class is: 18.